From a dataset of Full USPTO retrosynthesis dataset with 1.9M reactions from patents (1976-2016). Predict the reactants needed to synthesize the given product. (1) Given the product [OH:21][C:18]1[CH:19]=[CH:20][C:15]([S:12]([NH:11][C:8]2[CH:9]=[CH:10][C:5]3[CH2:4][O:3][B:2]([OH:1])[C:6]=3[CH:7]=2)(=[O:13])=[O:14])=[CH:16][C:17]=1[CH3:23], predict the reactants needed to synthesize it. The reactants are: [OH:1][B:2]1[C:6]2[CH:7]=[C:8]([NH:11][S:12]([C:15]3[CH:20]=[CH:19][C:18]([O:21]C)=[C:17]([CH3:23])[CH:16]=3)(=[O:14])=[O:13])[CH:9]=[CH:10][C:5]=2[CH2:4][O:3]1.B(Br)(Br)Br. (2) Given the product [N+:16]([CH2:19][CH2:14][C:11]1[CH:10]=[CH:9][C:8]([S:7][C:1]2[CH:6]=[CH:5][CH:4]=[CH:3][CH:2]=2)=[N:13][CH:12]=1)([O-:18])=[O:17], predict the reactants needed to synthesize it. The reactants are: [C:1]1([S:7][C:8]2[N:13]=[CH:12][C:11]([CH:14]=O)=[CH:10][CH:9]=2)[CH:6]=[CH:5][CH:4]=[CH:3][CH:2]=1.[N+:16]([CH3:19])([O-:18])=[O:17].C([O-])(=O)C.[NH4+].[BH4-].[Na+].C(=O)([O-])O.[Na+]. (3) The reactants are: [CH2:1]([N:8]1[CH:12]=[C:11]([CH:13]([C:15]2[C:16]([CH3:27])=[N:17][O:18][C:19]=2[C:20]2[CH:25]=[CH:24][C:23](Br)=[CH:22][CH:21]=2)[OH:14])[N:10]=[N:9]1)[C:2]1[CH:7]=[CH:6][CH:5]=[CH:4][CH:3]=1.Br[C:29]1[CH:34]=[CH:33][C:32]([C:35]2ON=C(C)[C:36]=2[CH:41](O)C#C)=[CH:31][CH:30]=1.N(CC1C=CC=CC=1)=[N+]=[N-].[O:55]=[C:56]1[O:62][C@H]([C@H](CO)O)C([O-])=C1O.[Na+]. Given the product [CH2:1]([N:8]1[CH:12]=[C:11]([CH:13]([OH:14])[C:15]2[C:16]([CH3:27])=[N:17][O:18][C:19]=2[C:20]2[CH:25]=[CH:24][C:23]([C:29]3[CH:30]=[CH:31][C:32]([C:35]4([C:56]([OH:62])=[O:55])[CH2:36][CH2:41]4)=[CH:33][CH:34]=3)=[CH:22][CH:21]=2)[N:10]=[N:9]1)[C:2]1[CH:7]=[CH:6][CH:5]=[CH:4][CH:3]=1, predict the reactants needed to synthesize it. (4) Given the product [CH2:1]([O:8][C:9]1[C:14]([O:15][CH2:16][C:17]2[CH:22]=[CH:21][CH:20]=[CH:19][CH:18]=2)=[CH:13][CH:12]=[CH:11][C:10]=1[C:23]1[S:24][CH:25]=[C:26]([C:28]([OH:30])=[O:29])[N:27]=1)[C:2]1[CH:7]=[CH:6][CH:5]=[CH:4][CH:3]=1, predict the reactants needed to synthesize it. The reactants are: [CH2:1]([O:8][C:9]1[C:14]([O:15][CH2:16][C:17]2[CH:22]=[CH:21][CH:20]=[CH:19][CH:18]=2)=[CH:13][CH:12]=[CH:11][C:10]=1[C:23]1[S:24][CH:25]=[C:26]([C:28]([O:30]CC)=[O:29])[N:27]=1)[C:2]1[CH:7]=[CH:6][CH:5]=[CH:4][CH:3]=1.[OH-].[Na+]. (5) Given the product [CH2:25]([N:2]([CH3:1])[C:3]([N:5]1[CH:9]([C:10]2[CH:11]=[CH:12][CH:13]=[CH:14][CH:15]=2)[CH:8]2[CH2:16][O:17][C:18]3[CH:19]=[CH:20][C:21]([F:24])=[CH:22][C:23]=3[C:7]2=[N:6]1)=[O:4])[CH3:26], predict the reactants needed to synthesize it. The reactants are: [CH3:1][N:2]([CH:25]1CCN(C)C[CH2:26]1)[C:3]([N:5]1[CH:9]([C:10]2[CH:15]=[CH:14][CH:13]=[CH:12][CH:11]=2)[CH:8]2[CH2:16][O:17][C:18]3[CH:19]=[CH:20][C:21]([F:24])=[CH:22][C:23]=3[C:7]2=[N:6]1)=[O:4].C(NC)C. (6) Given the product [N:30]1([C:33](=[O:55])[CH:34]=[CH:35][C:36]2[C:44]3[N:43]([C:45]4[CH:50]=[CH:49][CH:48]=[CH:47][CH:46]=4)[CH:42]=[N:41][C:40]=3[CH:39]=[C:38]([C:51]([F:53])([F:54])[F:52])[CH:37]=2)[CH2:31][CH2:32][O:2][CH2:28][CH2:29]1, predict the reactants needed to synthesize it. The reactants are: C[O:2]C(=O)C=CC1C2N(C3C=CC=CC=3)C(C(F)(F)F)=NC=2C=CC=1.CN1[CH2:32][CH2:31][N:30]([C:33](=[O:55])[CH:34]=[CH:35][C:36]2[C:44]3[N:43]([C:45]4[CH:50]=[CH:49][CH:48]=[CH:47][CH:46]=4)[CH:42]=[N:41][C:40]=3[CH:39]=[C:38]([C:51]([F:54])([F:53])[F:52])[CH:37]=2)[CH2:29][CH2:28]1. (7) Given the product [CH3:15][O:14][C@@H:13]1[CH2:12][NH:11][CH2:10][C@H:9]1[N:8]([CH3:26])[C:6](=[O:7])[O:5][C:1]([CH3:2])([CH3:4])[CH3:3], predict the reactants needed to synthesize it. The reactants are: [C:1]([O:5][C:6]([N:8]([CH3:26])[C@H:9]1[C@H:13]([O:14][CH3:15])[CH2:12][N:11](C(OCC2C=CC=CC=2)=O)[CH2:10]1)=[O:7])([CH3:4])([CH3:3])[CH3:2].C([O-])=O.[NH4+]. (8) Given the product [Cl:1][C:2]1[CH:7]=[CH:6][N:5]=[C:4]2[N:8]([S:14]([C:17]3[CH:22]=[CH:21][CH:20]=[CH:19][CH:18]=3)(=[O:16])=[O:15])[CH:9]=[C:10]([C:11](=[O:13])/[CH:12]=[CH:25]/[N:26]([CH3:28])[CH3:27])[C:3]=12, predict the reactants needed to synthesize it. The reactants are: [Cl:1][C:2]1[CH:7]=[CH:6][N:5]=[C:4]2[N:8]([S:14]([C:17]3[CH:22]=[CH:21][CH:20]=[CH:19][CH:18]=3)(=[O:16])=[O:15])[CH:9]=[C:10]([C:11](=[O:13])[CH3:12])[C:3]=12.CO[CH:25](OC)[N:26]([CH3:28])[CH3:27].